Predict the product of the given reaction. From a dataset of Forward reaction prediction with 1.9M reactions from USPTO patents (1976-2016). (1) Given the reactants C[Li].Br[C:4]1[C:5](=O)C[CH2:7][C:8]=1C.C([Li])(C)(C)C.[CH2:16]=[O:17].CI.[H-].[Na+].[Cl-].[Na+].O1[CH2:28][CH2:27][CH2:26][CH2:25]1, predict the reaction product. The product is: [CH3:16][O:17][CH2:25][C:26]1[C:8]([CH3:7])=[CH:4][CH2:5][C:27]=1[CH3:28]. (2) The product is: [C:49]([O:53][C:54]([N:56]1[CH2:57][CH2:58][CH:59]([C:62]2[CH:67]=[CH:66][C:65]([NH:68][C:21]3[N:20]=[CH:19][C:18]4=[CH:17][CH:16]=[C:15]([C:11]5[CH:12]=[CH:13][CH:14]=[C:9]([S:6](=[O:7])(=[O:8])[NH:5][C:1]([CH3:2])([CH3:4])[CH3:3])[CH:10]=5)[N:23]4[N:22]=3)=[C:64]([O:69][CH3:70])[CH:63]=2)[CH2:60][CH2:61]1)=[O:55])([CH3:52])([CH3:51])[CH3:50]. Given the reactants [C:1]([NH:5][S:6]([C:9]1[CH:14]=[CH:13][CH:12]=[C:11]([C:15]2[N:23]3[C:18]([CH:19]=[N:20][C:21](O)=[N:22]3)=[CH:17][CH:16]=2)[CH:10]=1)(=[O:8])=[O:7])([CH3:4])([CH3:3])[CH3:2].C(N(CC)C(C)C)(C)C.[N-](S(C(F)(F)F)(=O)=O)S(C(F)(F)F)(=O)=O.[C:49]([O:53][C:54]([N:56]1[CH2:61][CH2:60][CH:59]([C:62]2[CH:67]=[CH:66][C:65]([NH2:68])=[C:64]([O:69][CH3:70])[CH:63]=2)[CH2:58][CH2:57]1)=[O:55])([CH3:52])([CH3:51])[CH3:50], predict the reaction product. (3) Given the reactants Br[C:2]1[CH:3]=[C:4]2[C:10]([C@@H:11]([C:13]3[C:18]([O:19][CH:20]([F:22])[F:21])=[CH:17][CH:16]=[C:15]([F:23])[C:14]=3[Cl:24])[CH3:12])=[CH:9][N:8](C(OC(C)(C)C)=O)[C:5]2=[N:6][CH:7]=1.CC1(C)[O:37][C@H:36]([CH2:38][N:39]2[C:43]([CH3:44])=[C:42](B3OC(C)(C)C(C)(C)O3)[C:41]([CH3:54])=[N:40]2)[CH2:35][O:34]1.C([O-])([O-])=O.[K+].[K+].O.Cl, predict the reaction product. The product is: [Cl:24][C:14]1[C:15]([F:23])=[CH:16][CH:17]=[C:18]([O:19][CH:20]([F:22])[F:21])[C:13]=1[C@H:11]([C:10]1[C:4]2[C:5](=[N:6][CH:7]=[C:2]([C:42]3[C:41]([CH3:54])=[N:40][N:39]([CH2:38][C@@H:36]([OH:37])[CH2:35][OH:34])[C:43]=3[CH3:44])[CH:3]=2)[NH:8][CH:9]=1)[CH3:12]. (4) Given the reactants Cl[C:2]1[N:7]=[C:6]([C:8]2[O:9][CH:10]=[CH:11][CH:12]=2)[N:5]=[C:4]([NH2:13])[CH:3]=1.[NH2:14][NH2:15].[CH3:16][C:17](=O)[CH2:18][C:19](=O)[CH3:20], predict the reaction product. The product is: [CH3:16][C:17]1[CH:18]=[C:19]([CH3:20])[N:15]([C:2]2[N:7]=[C:6]([C:8]3[O:9][CH:10]=[CH:11][CH:12]=3)[N:5]=[C:4]([NH2:13])[CH:3]=2)[N:14]=1.